From a dataset of Reaction yield outcomes from USPTO patents with 853,638 reactions. Predict the reaction yield, written as a fraction of the theoretical maximum amount of product (1.0 means a 100% yield; for example, 0.34 means a 34% yield). (1) The yield is 0.910. The product is [ClH:1].[Cl:1][C:2]1[CH:10]=[C:9]([F:11])[CH:8]=[CH:7][C:3]=1[C:4]([NH:26][C:22]1[CH:23]=[CH:24][CH:25]=[C:20]([C:17]2[CH2:18][CH2:19][CH:14]([N:13]([CH3:27])[CH3:12])[CH2:15][CH:16]=2)[CH:21]=1)=[O:5]. The reactants are [Cl:1][C:2]1[CH:10]=[C:9]([F:11])[CH:8]=[CH:7][C:3]=1[C:4](Cl)=[O:5].[CH3:12][N:13]([CH3:27])[CH:14]1[CH2:19][CH2:18][C:17]([C:20]2[CH:21]=[C:22]([NH2:26])[CH:23]=[CH:24][CH:25]=2)=[CH:16][CH2:15]1. No catalyst specified. (2) The reactants are [NH2:1][C:2]1[N:7]=[C:6]([C:8]2[CH:15]=[C:14]([F:16])[C:11]([CH:12]=O)=[C:10]([F:17])[CH:9]=2)[CH:5]=[CH:4][N:3]=1.C(=O)([O-])[O-].[Na+].[Na+].Cl.[NH2:25]O.[CH3:27][CH2:28][OH:29]. The catalyst is O. The product is [C:12]([C:11]1[C:14]([F:16])=[CH:15][C:8]([C:6]2[CH:5]=[CH:4][N:3]=[C:2]([NH:1][C:28](=[O:29])[CH3:27])[N:7]=2)=[CH:9][C:10]=1[F:17])#[N:25]. The yield is 0.360. (3) The reactants are [Cl:1][C:2]1[CH:18]=[CH:17][C:5]2[CH2:6][CH2:7][N:8]([C:11](=[O:16])[C:12]([F:15])([F:14])[F:13])[CH2:9][CH2:10][C:4]=2[C:3]=1OS(C(F)(F)F)(=O)=O.[Cl:27][C:28]1[CH:35]=[CH:34][C:31]([CH2:32][NH2:33])=[CH:30][CH:29]=1. No catalyst specified. The product is [Cl:1][C:2]1[CH:18]=[CH:17][C:5]2[CH2:6][CH2:7][N:8]([C:11](=[O:16])[C:12]([F:15])([F:14])[F:13])[CH2:9][CH2:10][C:4]=2[C:3]=1[NH:33][CH2:32][C:31]1[CH:34]=[CH:35][C:28]([Cl:27])=[CH:29][CH:30]=1. The yield is 0.690. (4) The reactants are C(O[C:6]([N:8](C)[C:9]1[N:14]=[C:13]([CH2:15][CH2:16][O:17][C:18]2[N:23]=[CH:22][C:21]([CH2:24][C@@H:25]([C:37]([O:39]C(C)(C)C)=[O:38])[NH:26][C:27]([C:29]3[C:34]([Cl:35])=[CH:33][CH:32]=[CH:31][C:30]=3[Cl:36])=[O:28])=[CH:20][CH:19]=2)[CH:12]=[CH:11][CH:10]=1)=O)(C)(C)C. The catalyst is C(O)(C(F)(F)F)=O. The product is [Cl:35][C:34]1[CH:33]=[CH:32][CH:31]=[C:30]([Cl:36])[C:29]=1[C:27]([NH:26][C@H:25]([C:37]([OH:39])=[O:38])[CH2:24][C:21]1[CH:22]=[N:23][C:18]([O:17][CH2:16][CH2:15][C:13]2[CH:12]=[CH:11][CH:10]=[C:9]([NH:8][CH3:6])[N:14]=2)=[CH:19][CH:20]=1)=[O:28]. The yield is 0.740. (5) The reactants are C1(S([N:10]2[CH2:17][CH:16]3[N:18]([CH3:19])[CH:12]([CH2:13][O:14][CH2:15]3)[CH2:11]2)(=O)=O)C=CC=CC=1.C1(C)C=CC=CC=1.[ClH:27]. The catalyst is C1(C)C(C)=CC=CC=1. The product is [ClH:27].[CH3:19][N:18]1[CH:12]2[CH2:11][NH:10][CH2:17][CH:16]1[CH2:15][O:14][CH2:13]2. The yield is 0.430. (6) The reactants are [CH3:1][O:2][CH2:3][CH2:4][N:5]1[CH2:10][CH2:9][C:8]([CH2:12][O:13][C:14]2[C:22]3[C:21]4[CH:23]=[C:24]([C:27]#[N:28])[N:25]=[CH:26][C:20]=4[N:19](COCC[Si](C)(C)C)[C:18]=3[N:17]=[CH:16][CH:15]=2)([CH3:11])[CH2:7][CH2:6]1.Br.[OH-].[Na+].Cl. The catalyst is O1CCOCC1. The product is [CH3:1][O:2][CH2:3][CH2:4][N:5]1[CH2:10][CH2:9][C:8]([CH2:12][O:13][C:14]2[C:22]3[C:21]4[CH:23]=[C:24]([C:27]#[N:28])[N:25]=[CH:26][C:20]=4[NH:19][C:18]=3[N:17]=[CH:16][CH:15]=2)([CH3:11])[CH2:7][CH2:6]1. The yield is 0.250. (7) The reactants are [CH:1]1([O:6][C:7]2[CH:8]=[C:9]([C:15]3[CH2:19][C:18]([CH3:24])([C:20](NO)=[NH:21])[O:17][N:16]=3)[CH:10]=[CH:11][C:12]=2[O:13][CH3:14])[CH2:5][CH2:4][CH2:3][CH2:2]1.[C:25]([O:28][C:29](=O)C)(=[O:27])[CH3:26].C(N(CC)CC)C. The catalyst is ClCCl. The product is [NH2:21]/[C:20](/[C:18]1([CH3:24])[O:17][N:16]=[C:15]([C:9]2[CH:10]=[CH:11][C:12]([O:13][CH3:14])=[C:7]([O:6][CH:1]3[CH2:2][CH2:3][CH2:4][CH2:5]3)[CH:8]=2)[CH2:19]1)=[CH:29]\[O:28][C:25](=[O:27])[CH3:26]. The yield is 0.460.